Dataset: Reaction yield outcomes from USPTO patents with 853,638 reactions. Task: Predict the reaction yield, written as a fraction of the theoretical maximum amount of product (1.0 means a 100% yield; for example, 0.34 means a 34% yield). (1) The reactants are COC1C=CC(C[N:8]2[C:16]3[C:15](=[O:17])[N:14]4[C:18]([CH3:21])=[N:19][N:20]=[C:13]4[N:12]([CH2:22][CH2:23][CH2:24][CH2:25][CH3:26])[C:11]=3[N:10]=[C:9]2N2C=NC=N2)=CC=1. The catalyst is FC(F)(F)C(O)=O. The product is [CH3:21][C:18]1[N:14]2[C:15](=[O:17])[C:16]3[NH:8][C:9]([N:14]4[CH:13]=[N:20][N:19]=[CH:18]4)=[N:10][C:11]=3[N:12]([CH2:22][CH2:23][CH2:24][CH2:25][CH3:26])[C:13]2=[N:20][N:19]=1. The yield is 0.520. (2) The reactants are [ClH:1].[NH2:2][CH2:3][C:4]([O:6][CH2:7][CH3:8])=[O:5].[I:9][C:10]1[CH:17]=[CH:16][C:13]([CH2:14]Br)=[CH:12][CH:11]=1.C([O-])([O-])=O.[K+].[K+].Cl. The catalyst is CN(C=O)C.O. The product is [ClH:1].[I:9][C:10]1[CH:17]=[CH:16][C:13]([CH2:14][NH:2][CH2:3][C:4]([O:6][CH2:7][CH3:8])=[O:5])=[CH:12][CH:11]=1. The yield is 0.290. (3) The reactants are Br.[NH2:2][C:3]1[N:4]=[C:5]([CH3:21])[C:6]2[CH:12]=[C:11](Br)[C:10](=[O:14])[N:9]([CH:15]3[CH2:20][CH2:19][CH2:18][O:17][CH2:16]3)[C:7]=2[N:8]=1.C(N(CC)CC)C.C([Sn](CCCC)(CCCC)[C:34]1[S:38][CH:37]=[N:36][CH:35]=1)CCC. The product is [NH2:2][C:3]1[N:4]=[C:5]([CH3:21])[C:6]2[CH:12]=[C:11]([C:34]3[S:38][CH:37]=[N:36][CH:35]=3)[C:10](=[O:14])[N:9]([CH:15]3[CH2:20][CH2:19][CH2:18][O:17][CH2:16]3)[C:7]=2[N:8]=1. The catalyst is C1(C)C=CC=CC=1.C1C=CC([P]([Pd]([P](C2C=CC=CC=2)(C2C=CC=CC=2)C2C=CC=CC=2)([P](C2C=CC=CC=2)(C2C=CC=CC=2)C2C=CC=CC=2)[P](C2C=CC=CC=2)(C2C=CC=CC=2)C2C=CC=CC=2)(C2C=CC=CC=2)C2C=CC=CC=2)=CC=1. The yield is 0.160.